This data is from Full USPTO retrosynthesis dataset with 1.9M reactions from patents (1976-2016). The task is: Predict the reactants needed to synthesize the given product. (1) Given the product [CH3:1][N:2]1[C:6]([B:17]2[O:21][C:20]([CH3:23])([CH3:22])[C:19]([CH3:25])([CH3:24])[O:18]2)=[C:5]([CH3:7])[CH:4]=[N:3]1, predict the reactants needed to synthesize it. The reactants are: [CH3:1][N:2]1[CH:6]=[C:5]([CH3:7])[CH:4]=[N:3]1.C([Li])CCC.C(O[B:17]1[O:21][C:20]([CH3:23])([CH3:22])[C:19]([CH3:25])([CH3:24])[O:18]1)(C)C. (2) Given the product [CH2:16]([O:17][C:18]([C:19]1[CH:24]=[CH:23][CH:22]=[CH:21][C:20]=1[NH:15][CH2:14][C:11]1([CH3:13])[O:12][C:2]2=[N:6][C:5]([N+:7]([O-:9])=[O:8])=[CH:4][N:3]2[CH2:10]1)=[O:25])[CH3:27], predict the reactants needed to synthesize it. The reactants are: Cl[C:2]1[NH:3][CH:4]=[C:5]([N+:7]([O-:9])=[O:8])[N:6]=1.[CH3:10][C:11]1([CH2:14][N:15]2[C:20]3[CH:21]=[CH:22][CH:23]=[CH:24][C:19]=3[C:18](=[O:25])[O:17][C:16]2=O)[CH2:13][O:12]1.[C:27]([O-])(=O)C.[Na+].[H-].[Na+]. (3) Given the product [C:5]1([NH2:24])[C:6]2[C:11](=[CH:10][CH:9]=[N:8][CH:7]=2)[CH:2]=[CH:3][N:4]=1, predict the reactants needed to synthesize it. The reactants are: Br[C:2]1[C:11]2[C:6](=[CH:7][N:8]=[CH:9][CH:10]=2)[C:5](Cl)=[N:4][CH:3]=1.O=P(Cl)(Cl)Cl.P(Cl)(Cl)(Cl)(Cl)Cl.[NH3:24]. (4) Given the product [CH3:1][C:2]([CH3:19])([CH3:18])[C:3]([NH:5][C:6]1[C:15]([F:16])=[CH:14][CH:13]=[C:12]([O:17][CH2:31][C:26]#[CH:27])[C:7]=1[C:8]([O:10][CH3:11])=[O:9])=[O:4], predict the reactants needed to synthesize it. The reactants are: [CH3:1][C:2]([CH3:19])([CH3:18])[C:3]([NH:5][C:6]1[C:15]([F:16])=[CH:14][CH:13]=[C:12]([OH:17])[C:7]=1[C:8]([O:10][CH3:11])=[O:9])=[O:4].C(=O)([O-])[O-].[K+].[K+].[C:26]1(C)[CH:31]=CC=C[CH:27]=1.